Dataset: Full USPTO retrosynthesis dataset with 1.9M reactions from patents (1976-2016). Task: Predict the reactants needed to synthesize the given product. (1) Given the product [C:1]([O:4][C@@H:5]1[C@H:9]([O:10][C:11](=[O:13])[CH3:12])[C@@H:8]([CH2:14][O:15][C:16](=[O:18])[CH3:17])[O:7][C@H:6]1[N:19]1[CH:27]=[N:26][C:25]2[C:20]1=[N:21][C:22]([I:30])=[N:23][C:24]=2[Cl:28])(=[O:3])[CH3:2], predict the reactants needed to synthesize it. The reactants are: [C:1]([O:4][C@@H:5]1[C@H:9]([O:10][C:11](=[O:13])[CH3:12])[C@@H:8]([CH2:14][O:15][C:16](=[O:18])[CH3:17])[O:7][C@H:6]1[N:19]1[CH:27]=[N:26][C:25]2[C:20]1=[N:21][C:22](N)=[N:23][C:24]=2[Cl:28])(=[O:3])[CH3:2].[I:30]CI.N(OCCCCC)=O. (2) The reactants are: [CH:1]1([CH:6]([C:14]2[CH:19]=[CH:18][C:17]([CH2:20][N:21]3[C:29](=[O:30])[C:28]4[C:23](=[CH:24][CH:25]=[CH:26][CH:27]=4)[NH:22]3)=[CH:16][CH:15]=2)[C:7]([O:9]C(C)(C)C)=[O:8])[CH2:5][CH2:4][CH2:3][CH2:2]1.FC(F)(F)C(O)=O. Given the product [CH:1]1([CH:6]([C:14]2[CH:19]=[CH:18][C:17]([CH2:20][N:21]3[C:29](=[O:30])[C:28]4[C:23](=[CH:24][CH:25]=[CH:26][CH:27]=4)[NH:22]3)=[CH:16][CH:15]=2)[C:7]([OH:9])=[O:8])[CH2:2][CH2:3][CH2:4][CH2:5]1, predict the reactants needed to synthesize it. (3) Given the product [C:1]([N:4]1[CH2:9][CH2:8][N:7]([CH2:10][CH2:11][O:12][C:13]2[CH:22]=[C:21]3[C:16]([C:17]([O:26][C:27]4[CH:28]=[C:29]5[C:33](=[N:34][CH:35]=4)[NH:32][CH:31]=[CH:30]5)=[N:18][CH:19]=[N:20]3)=[CH:15][C:14]=2[O:24][CH3:25])[CH2:6][CH2:5]1)(=[O:3])[CH3:2], predict the reactants needed to synthesize it. The reactants are: [C:1]([N:4]1[CH2:9][CH2:8][N:7]([CH2:10][CH2:11][O:12][C:13]2[CH:22]=[C:21]3[C:16]([C:17](Cl)=[N:18][CH:19]=[N:20]3)=[CH:15][C:14]=2[O:24][CH3:25])[CH2:6][CH2:5]1)(=[O:3])[CH3:2].[OH:26][C:27]1[CH:28]=[C:29]2[C:33](=[N:34][CH:35]=1)[NH:32][CH:31]=[CH:30]2.C(=O)([O-])[O-].[K+].[K+]. (4) Given the product [Cl:41][C:17]1[N:16]=[C:15]2[C:11]([C:2]3[CH:3]=[CH:4][C:5]4[C:10](=[CH:9][CH:8]=[CH:7][CH:6]=4)[CH:1]=3)=[N:12][NH:13][C:14]2=[CH:19][CH:18]=1, predict the reactants needed to synthesize it. The reactants are: [CH:1]1[C:10]2[C:5](=[CH:6][CH:7]=[CH:8][CH:9]=2)[CH:4]=[CH:3][C:2]=1[C:11]1[C:15]2=[N:16][CH:17]=[CH:18][CH:19]=[C:14]2[N:13](C(C2C=CC=CC=2)(C2C=CC=CC=2)C2C=CC=CC=2)[N:12]=1.P(Cl)(Cl)([Cl:41])=O. (5) Given the product [Br:1][C:2]1[CH:3]=[C:4]2[C:9]([NH:15][C@@H:16]3[CH2:30][C@@H:19]4[CH2:20][N:21]([C:23]([O:25][C:26]([CH3:28])([CH3:27])[CH3:29])=[O:24])[CH2:22][C@@H:18]4[C@H:17]3[CH3:31])=[C:8]([C:11](=[O:12])[NH2:13])[CH:7]=[N:6][N:5]2[CH:14]=1, predict the reactants needed to synthesize it. The reactants are: [Br:1][C:2]1[CH:3]=[C:4]2[C:9](Cl)=[C:8]([C:11]([NH2:13])=[O:12])[CH:7]=[N:6][N:5]2[CH:14]=1.[NH2:15][CH:16]1[CH2:30][CH:19]2[CH2:20][N:21]([C:23]([O:25][C:26]([CH3:29])([CH3:28])[CH3:27])=[O:24])[CH2:22][CH:18]2[CH:17]1[CH3:31].C(N(CC)C(C)C)(C)C. (6) Given the product [Cl:9][C:10]1[C:11]([NH:6][C:5]2[CH:7]=[CH:8][C:2]([Cl:1])=[CH:3][CH:4]=2)=[N:12][CH:13]=[C:14]([CH:17]=1)[C:15]#[N:16], predict the reactants needed to synthesize it. The reactants are: [Cl:1][C:2]1[CH:8]=[CH:7][C:5]([NH2:6])=[CH:4][CH:3]=1.[Cl:9][C:10]1[C:11](Cl)=[N:12][CH:13]=[C:14]([CH:17]=1)[C:15]#[N:16].C([O-])([O-])=O.[K+].[K+]. (7) Given the product [Cl:1][C:2]1[CH:7]=[C:6]([Cl:8])[CH:5]=[CH:4][C:3]=1[C:9]1[O:13][N:12]=[CH:11][C:10]=1[CH2:14][CH2:15][CH2:16][OH:17], predict the reactants needed to synthesize it. The reactants are: [Cl:1][C:2]1[CH:7]=[C:6]([Cl:8])[CH:5]=[CH:4][C:3]=1[C:9]1[O:13][N:12]=[CH:11][C:10]=1[CH2:14][CH2:15][C:16](OC)=[O:17].[H-].C([Al+]CC(C)C)C(C)C.Cl.